This data is from Full USPTO retrosynthesis dataset with 1.9M reactions from patents (1976-2016). The task is: Predict the reactants needed to synthesize the given product. Given the product [Si:5]([O:6][CH2:7][CH2:8][CH2:9][CH2:10][CH2:11][O:12][C:22]1[CH:23]=[CH:24][CH:25]=[C:18]([N+:15]([O-:17])=[O:16])[C:19]=1[C:20]#[N:21])([C:1]([CH3:4])([CH3:3])[CH3:2])([CH3:14])[CH3:13], predict the reactants needed to synthesize it. The reactants are: [C:1]([Si:5]([CH3:14])([CH3:13])[O:6][CH2:7][CH2:8][CH2:9][CH2:10][CH2:11][OH:12])([CH3:4])([CH3:3])[CH3:2].[N+:15]([C:18]1[CH:25]=[CH:24][CH:23]=[C:22]([N+]([O-])=O)[C:19]=1[C:20]#[N:21])([O-:17])=[O:16].